From a dataset of Reaction yield outcomes from USPTO patents with 853,638 reactions. Predict the reaction yield, written as a fraction of the theoretical maximum amount of product (1.0 means a 100% yield; for example, 0.34 means a 34% yield). (1) The product is [CH3:1][O:2][C:3](=[O:39])[CH:4]([C:9]1[CH:14]=[C:13]([C:15]2[CH:16]=[CH:17][C:18]([C:21]([F:22])([F:23])[F:24])=[CH:19][CH:20]=2)[N:12]=[C:11]([C:25]2[CH:26]=[C:27]([C:35]([F:38])([F:36])[F:37])[CH:28]=[C:29]([C:31]([F:32])([F:33])[F:34])[CH:30]=2)[CH:10]=1)[CH2:5][CH:6]([CH3:8])[CH3:7]. The reactants are [CH3:1][O:2][C:3](=[O:39])[CH:4]([C:9]1[CH:14]=[C:13]([C:15]2[CH:20]=[CH:19][C:18]([C:21]([F:24])([F:23])[F:22])=[CH:17][CH:16]=2)[N:12]=[C:11]([C:25]2[CH:30]=[C:29]([C:31]([F:34])([F:33])[F:32])[CH:28]=[C:27]([C:35]([F:38])([F:37])[F:36])[CH:26]=2)[CH:10]=1)[CH2:5][C:6]([CH3:8])=[CH2:7]. The catalyst is CO.[Pd]. The yield is 1.00. (2) The reactants are [CH3:1][C:2]1[CH:11]=[CH:10][C:9]([N:12]2[CH2:17][CH2:16][N:15]([CH3:18])[CH2:14][CH2:13]2)=[C:8]2[C:3]=1[CH2:4][CH2:5][C@@H:6]([NH2:19])[CH2:7]2.[Cl:20][C:21]1[C:26]([Cl:27])=[CH:25][CH:24]=[CH:23][C:22]=1[S:28](Cl)(=[O:30])=[O:29].CCN(C(C)C)C(C)C.C(O)C(N)(CO)CO. The catalyst is ClCCl. The product is [Cl:20][C:21]1[C:26]([Cl:27])=[CH:25][CH:24]=[CH:23][C:22]=1[S:28]([NH:19][C@@H:6]1[CH2:5][CH2:4][C:3]2[C:8](=[C:9]([N:12]3[CH2:13][CH2:14][N:15]([CH3:18])[CH2:16][CH2:17]3)[CH:10]=[CH:11][C:2]=2[CH3:1])[CH2:7]1)(=[O:30])=[O:29]. The yield is 0.710. (3) The reactants are [Br:1][C:2]1[CH:3]=[CH:4][C:5]([CH:8]=[CH:9][CH2:10][OH:11])=[N:6][CH:7]=1.C(N([CH2:17][CH3:18])CC)C.[CH3:19]S(Cl)(=O)=O. The catalyst is O1CCCC1. The product is [Br:1][C:2]1[CH:3]=[CH:4][C:5]([CH:8]=[CH:9][CH2:10][O:11][CH:17]([CH3:18])[CH3:19])=[N:6][CH:7]=1. The yield is 0.330. (4) The reactants are CC[CH:3]([C:8]([O-:10])=O)[CH2:4][CH2:5][CH2:6]C.[C:11]([O-:14])(=[O:13])[CH3:12].[Na+].[I-].[Na+].[C:18](O)(=O)[CH3:19].CC(C)=[O:24]. No catalyst specified. The product is [OH:24][C@@H:5]1[CH:4]2[CH:3]([C@H:12]2[C:11]([O:14][CH2:18][CH3:19])=[O:13])[C:8](=[O:10])[CH2:6]1. The yield is 1.14. (5) The reactants are [F:1][CH:2]([F:11])[O:3][C:4]1[CH:9]=[CH:8][C:7](I)=[CH:6][CH:5]=1.[C:12]([C:14]1[CH:15]=[CH:16][C:17]([F:21])=[C:18]([OH:20])[CH:19]=1)#[CH:13].[CH2:22](N(CC)CC)C. The catalyst is CN(C=O)C.C1(P([Pd-](Cl)P(C2C=CC=CC=2)(C2C=CC=CC=2)C2C=CC=CC=2)(C2C=CC=CC=2)C2C=CC=CC=2)C=CC=CC=1.[Cu]I. The product is [F:1][CH:2]([F:11])[O:3][C:4]1[CH:9]=[CH:8][C:7]([C:13]#[C:12][C:14]2[CH:15]=[CH:16][C:17]([F:21])=[C:18]([OH:20])[CH:19]=2)=[CH:6][C:5]=1[CH3:22]. The yield is 0.860. (6) The catalyst is C1(C)C=CC=CC=1.O. The reactants are Br[C:2]1[C:3](=[O:18])[C:4]([CH3:17])([CH3:16])[O:5][C:6]=1[C:7]1[CH:12]=[CH:11][C:10]([N+:13]([O-:15])=[O:14])=[CH:9][CH:8]=1.CC1(C)C(C)(C)OB([C:27]2[CH:44]=[CH:43][C:30]([O:31][CH2:32][C:33]3[CH:42]=[CH:41][C:40]4[C:35](=[CH:36][CH:37]=[CH:38][CH:39]=4)[N:34]=3)=[CH:29][CH:28]=2)O1.C([O-])([O-])=O.[Cs+].[Cs+]. The product is [CH3:16][C:4]1([CH3:17])[C:3](=[O:18])[C:2]([C:27]2[CH:28]=[CH:29][C:30]([O:31][CH2:32][C:33]3[CH:42]=[CH:41][C:40]4[C:35](=[CH:36][CH:37]=[CH:38][CH:39]=4)[N:34]=3)=[CH:43][CH:44]=2)=[C:6]([C:7]2[CH:12]=[CH:11][C:10]([N+:13]([O-:15])=[O:14])=[CH:9][CH:8]=2)[O:5]1. The yield is 0.540.